Task: Predict the product of the given reaction.. Dataset: Forward reaction prediction with 1.9M reactions from USPTO patents (1976-2016) Given the reactants [F:1][C:2]1[C:7]([O:8][CH3:9])=[CH:6][C:5]([O:10][CH3:11])=[C:4]([F:12])[C:3]=1[C:13]1[N:18]=[CH:17][C:16]2[C:19](I)=[N:20][N:21](C3CCCCO3)[C:15]=2[CH:14]=1.[CH3:29][O:30][CH2:31][CH2:32][N:33]1[CH2:41][C:40]2[C:35](=[CH:36][CH:37]=[C:38](B3OC(C)(C)C(C)(C)O3)[CH:39]=2)[C:34]1=[O:51], predict the reaction product. The product is: [F:1][C:2]1[C:7]([O:8][CH3:9])=[CH:6][C:5]([O:10][CH3:11])=[C:4]([F:12])[C:3]=1[C:13]1[N:18]=[CH:17][C:16]2[C:19]([C:38]3[CH:39]=[C:40]4[C:35](=[CH:36][CH:37]=3)[C:34](=[O:51])[N:33]([CH2:32][CH2:31][O:30][CH3:29])[CH2:41]4)=[N:20][NH:21][C:15]=2[CH:14]=1.